This data is from Full USPTO retrosynthesis dataset with 1.9M reactions from patents (1976-2016). The task is: Predict the reactants needed to synthesize the given product. Given the product [C:1]([O:5][C:6](=[O:33])[N:7]([CH2:8][CH2:9][CH2:10][N:11]1[C:20]2[CH:19]=[CH:18][C:17]([Cl:21])=[CH:16][C:15]=2[C:14]2=[N:22][N:23]([CH:26]3[CH2:31][CH2:30][CH2:29][CH2:28][O:27]3)[C:24]([CH3:25])=[C:13]2[C:12]1=[O:32])[CH3:34])([CH3:4])([CH3:2])[CH3:3], predict the reactants needed to synthesize it. The reactants are: [C:1]([O:5][C:6](=[O:33])[NH:7][CH2:8][CH2:9][CH2:10][N:11]1[C:20]2[CH:19]=[CH:18][C:17]([Cl:21])=[CH:16][C:15]=2[C:14]2=[N:22][N:23]([CH:26]3[CH2:31][CH2:30][CH2:29][CH2:28][O:27]3)[C:24]([CH3:25])=[C:13]2[C:12]1=[O:32])([CH3:4])([CH3:3])[CH3:2].[CH3:34]N(C=O)C.[H-].[Na+].CI.